This data is from NCI-60 drug combinations with 297,098 pairs across 59 cell lines. The task is: Regression. Given two drug SMILES strings and cell line genomic features, predict the synergy score measuring deviation from expected non-interaction effect. (1) Drug 1: CC1C(C(CC(O1)OC2CC(CC3=C2C(=C4C(=C3O)C(=O)C5=C(C4=O)C(=CC=C5)OC)O)(C(=O)CO)O)N)O.Cl. Drug 2: C1=NC2=C(N1)C(=S)N=C(N2)N. Cell line: NCI/ADR-RES. Synergy scores: CSS=24.6, Synergy_ZIP=4.21, Synergy_Bliss=4.61, Synergy_Loewe=-8.46, Synergy_HSA=-0.446. (2) Drug 1: CC1CCC2CC(C(=CC=CC=CC(CC(C(=O)C(C(C(=CC(C(=O)CC(OC(=O)C3CCCCN3C(=O)C(=O)C1(O2)O)C(C)CC4CCC(C(C4)OC)OCCO)C)C)O)OC)C)C)C)OC. Drug 2: C#CCC(CC1=CN=C2C(=N1)C(=NC(=N2)N)N)C3=CC=C(C=C3)C(=O)NC(CCC(=O)O)C(=O)O. Cell line: HOP-92. Synergy scores: CSS=21.4, Synergy_ZIP=0.126, Synergy_Bliss=2.97, Synergy_Loewe=-9.78, Synergy_HSA=-0.118. (3) Drug 1: CCC1(CC2CC(C3=C(CCN(C2)C1)C4=CC=CC=C4N3)(C5=C(C=C6C(=C5)C78CCN9C7C(C=CC9)(C(C(C8N6C=O)(C(=O)OC)O)OC(=O)C)CC)OC)C(=O)OC)O.OS(=O)(=O)O. Drug 2: CC12CCC3C(C1CCC2O)C(CC4=C3C=CC(=C4)O)CCCCCCCCCS(=O)CCCC(C(F)(F)F)(F)F. Cell line: BT-549. Synergy scores: CSS=31.0, Synergy_ZIP=10.4, Synergy_Bliss=11.7, Synergy_Loewe=-7.75, Synergy_HSA=8.54. (4) Drug 1: CCCCC(=O)OCC(=O)C1(CC(C2=C(C1)C(=C3C(=C2O)C(=O)C4=C(C3=O)C=CC=C4OC)O)OC5CC(C(C(O5)C)O)NC(=O)C(F)(F)F)O. Drug 2: CN(CC1=CN=C2C(=N1)C(=NC(=N2)N)N)C3=CC=C(C=C3)C(=O)NC(CCC(=O)O)C(=O)O. Cell line: HCC-2998. Synergy scores: CSS=85.1, Synergy_ZIP=6.11, Synergy_Bliss=4.52, Synergy_Loewe=4.76, Synergy_HSA=7.68. (5) Drug 1: CN(C)C1=NC(=NC(=N1)N(C)C)N(C)C. Drug 2: C1C(C(OC1N2C=NC(=NC2=O)N)CO)O. Cell line: SF-268. Synergy scores: CSS=-6.28, Synergy_ZIP=3.09, Synergy_Bliss=1.91, Synergy_Loewe=-9.46, Synergy_HSA=-5.25. (6) Drug 1: C1CC(C1)(C(=O)O)C(=O)O.[NH2-].[NH2-].[Pt+2]. Drug 2: C1CN(P(=O)(OC1)NCCCl)CCCl. Cell line: SNB-19. Synergy scores: CSS=-2.59, Synergy_ZIP=2.31, Synergy_Bliss=0.465, Synergy_Loewe=0.0471, Synergy_HSA=-2.68.